From a dataset of Reaction yield outcomes from USPTO patents with 853,638 reactions. Predict the reaction yield, written as a fraction of the theoretical maximum amount of product (1.0 means a 100% yield; for example, 0.34 means a 34% yield). The reactants are [CH3:1][O:2][C:3]1[CH:18]=[CH:17][C:6]([C:7]([O:9]CC2C=CC=CC=2)=[O:8])=[CH:5][C:4]=1[N:19]([CH2:24][C:25]([N:27]1[CH2:32][CH2:31][N:30]([CH3:33])[CH2:29][CH2:28]1)=[O:26])[S:20]([CH3:23])(=[O:22])=[O:21]. The catalyst is CO.[Pd]. The product is [CH3:1][O:2][C:3]1[CH:18]=[CH:17][C:6]([C:7]([OH:9])=[O:8])=[CH:5][C:4]=1[N:19]([CH2:24][C:25]([N:27]1[CH2:28][CH2:29][N:30]([CH3:33])[CH2:31][CH2:32]1)=[O:26])[S:20]([CH3:23])(=[O:22])=[O:21]. The yield is 0.750.